Task: Regression. Given two drug SMILES strings and cell line genomic features, predict the synergy score measuring deviation from expected non-interaction effect.. Dataset: NCI-60 drug combinations with 297,098 pairs across 59 cell lines (1) Drug 1: CCC(=C(C1=CC=CC=C1)C2=CC=C(C=C2)OCCN(C)C)C3=CC=CC=C3.C(C(=O)O)C(CC(=O)O)(C(=O)O)O. Drug 2: C#CCC(CC1=CN=C2C(=N1)C(=NC(=N2)N)N)C3=CC=C(C=C3)C(=O)NC(CCC(=O)O)C(=O)O. Cell line: MALME-3M. Synergy scores: CSS=7.46, Synergy_ZIP=-2.99, Synergy_Bliss=-0.257, Synergy_Loewe=-0.766, Synergy_HSA=1.64. (2) Drug 1: CC(C)(C#N)C1=CC(=CC(=C1)CN2C=NC=N2)C(C)(C)C#N. Drug 2: C1CC(=O)NC(=O)C1N2C(=O)C3=CC=CC=C3C2=O. Cell line: T-47D. Synergy scores: CSS=-4.54, Synergy_ZIP=4.05, Synergy_Bliss=5.00, Synergy_Loewe=-2.58, Synergy_HSA=-2.63. (3) Drug 1: CC1=C2C(C(=O)C3(C(CC4C(C3C(C(C2(C)C)(CC1OC(=O)C(C(C5=CC=CC=C5)NC(=O)OC(C)(C)C)O)O)OC(=O)C6=CC=CC=C6)(CO4)OC(=O)C)OC)C)OC. Drug 2: C1C(C(OC1N2C=NC(=NC2=O)N)CO)O. Cell line: SK-MEL-5. Synergy scores: CSS=47.6, Synergy_ZIP=9.11, Synergy_Bliss=10.4, Synergy_Loewe=-2.76, Synergy_HSA=8.84. (4) Drug 1: CN(C)C1=NC(=NC(=N1)N(C)C)N(C)C. Drug 2: CC1C(C(CC(O1)OC2CC(CC3=C2C(=C4C(=C3O)C(=O)C5=CC=CC=C5C4=O)O)(C(=O)C)O)N)O. Cell line: SF-268. Synergy scores: CSS=30.9, Synergy_ZIP=0.463, Synergy_Bliss=-1.75, Synergy_Loewe=-41.4, Synergy_HSA=-3.31.